This data is from Full USPTO retrosynthesis dataset with 1.9M reactions from patents (1976-2016). The task is: Predict the reactants needed to synthesize the given product. (1) Given the product [N:10]1[CH:9]=[C:8]([CH:7]2[CH2:4][CH2:5][CH2:6][N:2]2[CH3:1])[CH:13]=[CH:12][CH:11]=1, predict the reactants needed to synthesize it. The reactants are: [CH3:1][N:2]1[CH2:6][CH2:5][CH:4]([C:7](=O)[C:8]2[CH:13]=[CH:12][CH:11]=[N:10][CH:9]=2)C1=O.[Na].[BH4-].[Na+].O. (2) Given the product [CH3:33]/[C:12](=[CH:13]\[CH2:1][CH2:2][CH3:3])/[C:7]([O:9][CH2:10][CH3:11])=[O:8], predict the reactants needed to synthesize it. The reactants are: [CH:1](=O)[CH2:2][CH2:3]CC.[C:7]([CH2:12][CH:13]=P(C1C=CC=CC=1)(C1C=CC=CC=1)C1C=CC=CC=1)([O:9][CH2:10][CH3:11])=[O:8].[CH2:33](Cl)Cl. (3) Given the product [CH:1]1([CH2:6][C@@H:7]([C:16](=[O:31])[N:17]2[CH:21]([C:22]([NH:24][C:25]3[N:26]=[CH:27][CH:28]=[CH:29][N:30]=3)=[O:23])[CH2:20][CH:19]=[N:18]2)[CH2:8][C:9]([OH:11])=[O:10])[CH2:5][CH2:4][CH2:3][CH2:2]1, predict the reactants needed to synthesize it. The reactants are: [CH:1]1([CH2:6][C@@H:7]([C:16](=[O:31])[N:17]2[CH:21]([C:22]([NH:24][C:25]3[N:30]=[CH:29][CH:28]=[CH:27][N:26]=3)=[O:23])[CH2:20][CH:19]=[N:18]2)[CH2:8][C:9]([O:11]C(C)(C)C)=[O:10])[CH2:5][CH2:4][CH2:3][CH2:2]1.Cl. (4) Given the product [CH3:14][O:15][C:16](=[O:64])[NH:17][CH:18]([C:22]([N:24]1[CH:30]([C:31]2[NH:32][C:33]([C:36]3[CH:45]=[CH:44][C:43]4[C:38](=[CH:39][CH:40]=[C:41]([C:46]5[CH:51]=[CH:50][C:49]([C:52]6[NH:53][C:54]([CH:57]7[CH2:61][CH:60]([C:62]#[N:63])[CH2:59][N:58]7[C:4](=[O:69])[CH:5]([NH:7][C:75]([O:74][CH3:73])=[O:76])[CH2:6][CH3:1])=[N:55][CH:56]=6)=[CH:48][CH:47]=5)[CH:42]=4)[CH:37]=3)=[CH:34][N:35]=2)[CH2:29][C:26]2([CH2:27][CH2:28]2)[CH2:25]1)=[O:23])[CH:19]([CH3:21])[CH3:20], predict the reactants needed to synthesize it. The reactants are: [CH:1]1C=C[C:4]2N(O)N=[N:7][C:5]=2[CH:6]=1.Cl.Cl.Cl.[CH3:14][O:15][C:16](=[O:64])[NH:17][CH:18]([C:22]([N:24]1[CH:30]([C:31]2[NH:32][C:33]([C:36]3[CH:45]=[CH:44][C:43]4[C:38](=[CH:39][CH:40]=[C:41]([C:46]5[CH:51]=[CH:50][C:49]([C:52]6[NH:53][C:54]([CH:57]7[CH2:61][CH:60]([C:62]#[N:63])[CH2:59][NH:58]7)=[N:55][CH:56]=6)=[CH:48][CH:47]=5)[CH:42]=4)[CH:37]=3)=[CH:34][N:35]=2)[CH2:29][C:26]2([CH2:28][CH2:27]2)[CH2:25]1)=[O:23])[CH:19]([CH3:21])[CH3:20].CN1CC[O:69]CC1.C[CH2:73][O:74][C:75](C)=[O:76]. (5) Given the product [O:26]=[C:27]1[NH:32][CH:31]=[CH:30][N:29]=[C:28]1[C:33]([NH:8][C@@H:9]([CH3:10])[C:11]([NH:13][C@@H:14]([CH3:15])[C:16]([OH:18])=[O:17])=[O:12])=[O:34], predict the reactants needed to synthesize it. The reactants are: FC(F)(F)C(O)=O.[NH2:8][C@H:9]([C:11]([NH:13][C@H:14]([C:16]([OH:18])=[O:17])[CH3:15])=[O:12])[CH3:10].C(N(CC)CC)C.[OH:26][C:27]1[C:28]([C:33](OC)=[O:34])=[N:29][CH:30]=[CH:31][N:32]=1. (6) Given the product [CH2:1]([O:8][C:9]1[CH:10]=[CH:11][C:12]([CH:16]=[CH:17][CH2:18][CH3:19])=[C:13]([CH:14]=1)[O:15][CH2:33][CH2:32][C:22]1[N:23]=[C:24]([C:26]2[CH:31]=[CH:30][CH:29]=[CH:28][CH:27]=2)[O:25][C:21]=1[CH3:20])[C:2]1[CH:3]=[CH:4][CH:5]=[CH:6][CH:7]=1, predict the reactants needed to synthesize it. The reactants are: [CH2:1]([O:8][C:9]1[CH:10]=[CH:11][C:12]([CH:16]=[CH:17][CH2:18][CH3:19])=[C:13]([OH:15])[CH:14]=1)[C:2]1[CH:7]=[CH:6][CH:5]=[CH:4][CH:3]=1.[CH3:20][C:21]1[O:25][C:24]([C:26]2[CH:31]=[CH:30][CH:29]=[CH:28][CH:27]=2)=[N:23][C:22]=1[CH2:32][CH2:33]OS(C1C=CC(C)=CC=1)(=O)=O.C(=O)([O-])[O-].[Cs+].[Cs+]. (7) Given the product [O:30]1[CH:34]=[CH:33][CH:32]=[C:31]1[C:2]1[CH:3]=[C:4]2[C:9](=[CH:10][CH:11]=1)[C:8](=[O:12])[NH:7][C:6](=[O:13])[C:5]2=[CH:14][NH:15][C:16]1[CH:21]=[CH:20][C:19]([CH2:22][N:23]2[CH2:27][CH2:26][CH2:25][CH:24]2[CH2:28][OH:29])=[CH:18][CH:17]=1, predict the reactants needed to synthesize it. The reactants are: Br[C:2]1[CH:3]=[C:4]2[C:9](=[CH:10][CH:11]=1)[C:8](=[O:12])[NH:7][C:6](=[O:13])[C:5]2=[CH:14][NH:15][C:16]1[CH:21]=[CH:20][C:19]([CH2:22][N:23]2[CH2:27][CH2:26][CH2:25][CH:24]2[CH2:28][OH:29])=[CH:18][CH:17]=1.[O:30]1[CH:34]=[CH:33][CH:32]=[C:31]1[Sn](CCCC)(CCCC)CCCC.